Dataset: Full USPTO retrosynthesis dataset with 1.9M reactions from patents (1976-2016). Task: Predict the reactants needed to synthesize the given product. (1) Given the product [Cl:32][CH2:31][CH2:30][O:29][CH2:28][N:6]([C:4](=[O:5])[C:3]1[C:22]([F:26])=[CH:23][CH:24]=[CH:25][C:2]=1[F:1])[C:7]([NH:9][C:10]1[CH:15]=[CH:14][C:13]([S:16][C:17]([F:19])([F:18])[F:20])=[CH:12][C:11]=1[F:21])=[O:8], predict the reactants needed to synthesize it. The reactants are: [F:1][C:2]1[CH:25]=[CH:24][CH:23]=[C:22]([F:26])[C:3]=1[C:4]([NH:6][C:7]([NH:9][C:10]1[CH:15]=[CH:14][C:13]([S:16][C:17]([F:20])([F:19])[F:18])=[CH:12][C:11]=1[F:21])=[O:8])=[O:5].Cl[CH2:28][O:29][CH2:30][CH2:31][Cl:32].[H-].[Na+].O. (2) Given the product [ClH:1].[F:22][C:3]([F:2])([F:23])[C:4]1[CH:5]=[CH:6][C:7]([CH:10]([C:12]2[C:17]([C:18]([F:21])([F:19])[F:20])=[CH:16][CH:15]=[CH:14][N:13]=2)[NH2:11])=[CH:8][CH:9]=1, predict the reactants needed to synthesize it. The reactants are: [ClH:1].[F:2][C:3]([F:23])([F:22])[C:4]1[CH:9]=[CH:8][C:7]([C@@H:10]([C:12]2[C:17]([C:18]([F:21])([F:20])[F:19])=[CH:16][CH:15]=[CH:14][N:13]=2)[NH2:11])=[CH:6][CH:5]=1.CC(S(N)=O)(C)C. (3) Given the product [C:42]([N:22]1[CH2:21][CH2:20][N:19]([C:17]2[S:18][C:14](=[CH:13][C:10]3[CH:11]=[CH:12][C:7]([O:6][CH2:5][C:4]4[CH:28]=[CH:29][C:30]([C:32]([F:35])([F:33])[F:34])=[CH:31][C:3]=4[C:2]([F:36])([F:1])[F:37])=[C:8]([O:26][CH3:27])[CH:9]=3)[C:15](=[O:25])[N:16]=2)[CH2:24][CH2:23]1)(=[O:44])[CH3:43], predict the reactants needed to synthesize it. The reactants are: [F:1][C:2]([F:37])([F:36])[C:3]1[CH:31]=[C:30]([C:32]([F:35])([F:34])[F:33])[CH:29]=[CH:28][C:4]=1[CH2:5][O:6][C:7]1[CH:12]=[CH:11][C:10]([CH:13]=[C:14]2[S:18][C:17]([N:19]3[CH2:24][CH2:23][NH:22][CH2:21][CH2:20]3)=[N:16][C:15]2=[O:25])=[CH:9][C:8]=1[O:26][CH3:27].C(Cl)(Cl)Cl.[C:42](Cl)(=[O:44])[CH3:43]. (4) Given the product [C:1]1([C@@H:7]2[CH2:9][C@H:8]2[NH:10][CH:11]([CH:14]2[CH2:15][CH2:16][N:17]([C:20]([O:22][C:23]([CH3:24])([CH3:26])[CH3:25])=[O:21])[CH2:18][CH2:19]2)[CH3:12])[CH:6]=[CH:5][CH:4]=[CH:3][CH:2]=1, predict the reactants needed to synthesize it. The reactants are: [C:1]1([C@@H:7]2[CH2:9][C@H:8]2[NH2:10])[CH:6]=[CH:5][CH:4]=[CH:3][CH:2]=1.[C:11]([CH:14]1[CH2:19][CH2:18][N:17]([C:20]([O:22][C:23]([CH3:26])([CH3:25])[CH3:24])=[O:21])[CH2:16][CH2:15]1)(=O)[CH3:12].CC(O)=O.C(O[BH-](OC(=O)C)OC(=O)C)(=O)C.[Na+].C([O-])(O)=O.[Na+]. (5) Given the product [N:14]1([C:2]2[N:3]=[CH:4][C:5]([C:8]([O:10][CH3:11])=[O:9])=[N:6][CH:7]=2)[CH2:15][CH2:16][CH2:13][CH2:12]1, predict the reactants needed to synthesize it. The reactants are: Cl[C:2]1[N:3]=[CH:4][C:5]([C:8]([O:10][CH3:11])=[O:9])=[N:6][CH:7]=1.[CH2:12]([N:14](CC)[CH2:15][CH3:16])[CH3:13].N1CCCC1. (6) The reactants are: C[O-].[Na+].C(OC[C@]12O[C@@](C3C=CC(Cl)=C(CC4C=CC(OCC)=CC=4)C=3)(OC1)[C@H](CC([O-])=O)[C@@H](CC([O-])=O)[C@@H]2CC([O-])=O)(=O)C.C([O:49][CH2:50][C@:51]12[O:58][C@:55]([C:59]3[CH:64]=[CH:63][C:62]([Cl:65])=[C:61]([CH2:66][C:67]4[CH:72]=[CH:71][C:70]([O:73][CH2:74][CH3:75])=[CH:69][CH:68]=4)[CH:60]=3)([O:56][CH2:57]1)[C@H:54]([OH:76])[C@@H:53]([OH:77])[C@@H:52]2[OH:78])(=O)C. Given the product [Cl:65][C:62]1[CH:63]=[CH:64][C:59]([C@@:55]23[O:58][C@@:51]([CH2:50][OH:49])([CH2:57][O:56]2)[C@@H:52]([OH:78])[C@H:53]([OH:77])[C@H:54]3[OH:76])=[CH:60][C:61]=1[CH2:66][C:67]1[CH:68]=[CH:69][C:70]([O:73][CH2:74][CH3:75])=[CH:71][CH:72]=1, predict the reactants needed to synthesize it.